Dataset: Reaction yield outcomes from USPTO patents with 853,638 reactions. Task: Predict the reaction yield, written as a fraction of the theoretical maximum amount of product (1.0 means a 100% yield; for example, 0.34 means a 34% yield). (1) The reactants are [C:1]([O:9][C:10]1([CH2:13][CH2:14][OH:15])[CH2:12][CH2:11]1)(=[O:8])[C:2]1[CH:7]=[CH:6][CH:5]=[CH:4][CH:3]=1.[CH3:16][S:17](Cl)(=[O:19])=[O:18]. The yield is 0.900. The catalyst is C(Cl)Cl. The product is [CH3:16][S:17]([O:15][CH2:14][CH2:13][C:10]1([O:9][C:1](=[O:8])[C:2]2[CH:7]=[CH:6][CH:5]=[CH:4][CH:3]=2)[CH2:12][CH2:11]1)(=[O:19])=[O:18]. (2) The reactants are [CH2:1]([O:3][CH2:4][C:5](Cl)=O)[CH3:2].[NH2:8][C:9]1[CH:10]=[N:11][C:12]2[C:17]([C:18]=1[NH:19][CH2:20][C:21]1([OH:27])[CH2:26][CH2:25][CH2:24][CH2:23][CH2:22]1)=[N:16][CH:15]=[CH:14][CH:13]=2.[OH-].[Na+]. The catalyst is ClCCl. The product is [CH2:1]([O:3][CH2:4][C:5]1[N:19]([CH2:20][C:21]2([OH:27])[CH2:26][CH2:25][CH2:24][CH2:23][CH2:22]2)[C:18]2[C:17]3[N:16]=[CH:15][CH:14]=[CH:13][C:12]=3[N:11]=[CH:10][C:9]=2[N:8]=1)[CH3:2]. The yield is 0.760. (3) The reactants are Cl[C:2]1[CH:7]=[C:6]([C:8]2[CH:17]=[CH:16][C:15]3[C:10](=[C:11]([C:18]([NH:20][C:21]4[S:22][CH:23]=[CH:24][N:25]=4)=[O:19])[CH:12]=[CH:13][CH:14]=3)[N:9]=2)[CH:5]=[CH:4][N:3]=1.[NH:26]1[CH2:29][CH2:28][CH2:27]1.[F-].[Cs+].CC([O-])(C)C.[K+]. The catalyst is CN(C=O)C.O. The product is [N:26]1([C:2]2[CH:7]=[C:6]([C:8]3[CH:17]=[CH:16][C:15]4[C:10](=[C:11]([C:18]([NH:20][C:21]5[S:22][CH:23]=[CH:24][N:25]=5)=[O:19])[CH:12]=[CH:13][CH:14]=4)[N:9]=3)[CH:5]=[CH:4][N:3]=2)[CH2:29][CH2:28][CH2:27]1. The yield is 0.230. (4) The reactants are [H-].[Na+].[F:3][C:4]1[CH:9]=[CH:8][C:7]([C:10](=[O:12])[CH3:11])=[C:6]([OH:13])[CH:5]=1.[CH3:14][O:15][CH2:16]Cl.[Cl-].[NH4+]. The catalyst is C1COCC1. The product is [F:3][C:4]1[CH:9]=[CH:8][C:7]([C:10](=[O:12])[CH3:11])=[C:6]([O:13][CH2:14][O:15][CH3:16])[CH:5]=1. The yield is 0.920.